Dataset: Reaction yield outcomes from USPTO patents with 853,638 reactions. Task: Predict the reaction yield, written as a fraction of the theoretical maximum amount of product (1.0 means a 100% yield; for example, 0.34 means a 34% yield). The reactants are [S:1]([C:5]1[CH:13]=[CH:12][C:8]([C:9]([OH:11])=O)=[CH:7][CH:6]=1)(=[O:4])(=[O:3])[NH2:2].C(Cl)CCl.C1C=C2N=NN(O)C2=CC=1.O.[Cl:29][C:30]1[CH:31]=[C:32]([CH:37]=[CH:38][C:39]=1[O:40][CH:41]([CH3:43])[CH3:42])/[C:33](=[N:35]/O)/[NH2:34]. The catalyst is CN(C=O)C. The product is [Cl:29][C:30]1[CH:31]=[C:32]([C:33]2[N:35]=[C:9]([C:8]3[CH:7]=[CH:6][C:5]([S:1]([NH2:2])(=[O:3])=[O:4])=[CH:13][CH:12]=3)[O:11][N:34]=2)[CH:37]=[CH:38][C:39]=1[O:40][CH:41]([CH3:43])[CH3:42]. The yield is 0.500.